From a dataset of Experimentally validated miRNA-target interactions with 360,000+ pairs, plus equal number of negative samples. Binary Classification. Given a miRNA mature sequence and a target amino acid sequence, predict their likelihood of interaction. The miRNA is hsa-miR-548t-3p with sequence AAAAACCACAAUUACUUUUGCACCA. The protein sequence of the target gene is MAIPITVLDCDLLLYGRGHRTLDRFKLDDVTDEYLMSMYGFPRQFIYYLVELLGANLSRPTQRSRAISPETQVLAALGFYTSGSFQTRMGDAIGISQASMSRCVANVTEALVERASQFIRFPADEASIQALKDEFYGLAGMPGVMGVVDCIHVAIKAPNAEDLSYVNRKGLHSLNCLMVCDIRGTLMTVETNWPGSLQDCAVLQQSSLSSQFEAGMHKDSWLLGDSSFFLRTWLMTPLHIPETPAEYRYNMAHSATHSVIEKTFRTLCSRFRCLDGSKGALQYSPEKSSHIILACCVLHN.... Result: 0 (no interaction).